This data is from Reaction yield outcomes from USPTO patents with 853,638 reactions. The task is: Predict the reaction yield, written as a fraction of the theoretical maximum amount of product (1.0 means a 100% yield; for example, 0.34 means a 34% yield). (1) The reactants are COC1C=CC(C(C2C=CC(OC)=CC=2)(C2C=CC=CC=2)[O:10][CH2:11][C@H:12]2[O:16][C@@H:15]([N:17]3[CH:22]=[CH:21][CH:20]=[N:19][C:18]3=[O:23])[C@H:14]([O:24][Si:25]([C:28]([CH3:31])([CH3:30])[CH3:29])([CH3:27])[CH3:26])[C@@H:13]2[O:32][Si:33]([C:36]([CH3:39])([CH3:38])[CH3:37])([CH3:35])[CH3:34])=CC=1.C(O)(C(F)(F)F)=O. The catalyst is C(Cl)Cl. The product is [Si:25]([O:24][C@@H:14]1[C@H:13]([O:32][Si:33]([C:36]([CH3:37])([CH3:38])[CH3:39])([CH3:35])[CH3:34])[C@@H:12]([CH2:11][OH:10])[O:16][C@H:15]1[N:17]1[CH:22]=[CH:21][CH:20]=[N:19][C:18]1=[O:23])([C:28]([CH3:29])([CH3:30])[CH3:31])([CH3:26])[CH3:27]. The yield is 0.980. (2) The reactants are CO[C:3](=[O:15])[C:4]1[CH:9]=[CH:8][C:7]([CH2:10][CH3:11])=[C:6]([N+:12]([O-:14])=[O:13])[CH:5]=1.[CH2:16]=[O:17].C[C:19](C)([O-:21])C.[K+]. The catalyst is CS(C)=O. The product is [CH3:16][O:17][C:3]([C:4]1[CH:9]=[CH:8][C:7]([CH:10]([CH3:11])[CH2:19][OH:21])=[C:6]([N+:12]([O-:14])=[O:13])[CH:5]=1)=[O:15]. The yield is 0.380. (3) The reactants are C([O:5][C:6]([C@:8]1([NH:27]C(OC(C)(C)C)=O)[CH2:13][C@@H:12]([S:14][C:15]2[CH:19]=[N:18][NH:17][N:16]=2)[C@@H:11]2[C@H:9]1[C@H:10]2[C:20]([O:22]C(C)(C)C)=[O:21])=[O:7])(C)(C)C.[Cl:35]CCl. The product is [ClH:35].[NH2:27][C@@:8]1([C:6]([OH:7])=[O:5])[CH2:13][C@@H:12]([S:14][C:15]2[CH:19]=[N:18][NH:17][N:16]=2)[C@@H:11]2[C@H:9]1[C@H:10]2[C:20]([OH:22])=[O:21]. The yield is 0.750. The catalyst is [Br-].[Br-].[Zn+2]. (4) The reactants are [CH2:1]([N:5]([CH2:37][CH2:38][CH2:39][CH3:40])[C:6]([C:8]1[CH:12]=[C:11]([CH3:13])[N:10]([C:14]2[CH:19]=[CH:18][C:17]([N+:20]([O-:22])=[O:21])=[CH:16][C:15]=2[C:23]([N:25]2[C@H:34]([CH2:35][OH:36])[CH2:33][C:32]3[C:27](=[CH:28][CH:29]=[CH:30][CH:31]=3)[CH2:26]2)=[O:24])[N:9]=1)=[O:7])[CH2:2][CH2:3][CH3:4].[Si:41](Cl)([C:44]([CH3:47])([CH3:46])[CH3:45])([CH3:43])[CH3:42].N1C=CN=C1. The catalyst is C(Cl)Cl.O. The product is [CH2:37]([N:5]([CH2:1][CH2:2][CH2:3][CH3:4])[C:6]([C:8]1[CH:12]=[C:11]([CH3:13])[N:10]([C:14]2[CH:19]=[CH:18][C:17]([N+:20]([O-:22])=[O:21])=[CH:16][C:15]=2[C:23]([N:25]2[C@H:34]([CH2:35][O:36][Si:41]([C:44]([CH3:47])([CH3:46])[CH3:45])([CH3:43])[CH3:42])[CH2:33][C:32]3[C:27](=[CH:28][CH:29]=[CH:30][CH:31]=3)[CH2:26]2)=[O:24])[N:9]=1)=[O:7])[CH2:38][CH2:39][CH3:40]. The yield is 0.640. (5) The reactants are [NH2:1][C:2]1[C:7]([F:8])=[CH:6][C:5]([C:9]2[CH:14]=[CH:13][C:12]([C:15]([F:18])([F:17])[F:16])=[CH:11][CH:10]=2)=[CH:4][C:3]=1/[CH:19]=[CH:20]/[C:21]([O:23]CC)=O.[H][H]. The catalyst is C(O)C.[Pd]. The product is [F:8][C:7]1[CH:6]=[C:5]([C:9]2[CH:14]=[CH:13][C:12]([C:15]([F:18])([F:17])[F:16])=[CH:11][CH:10]=2)[CH:4]=[C:3]2[C:2]=1[NH:1][C:21](=[O:23])[CH2:20][CH2:19]2. The yield is 0.220.